Dataset: Reaction yield outcomes from USPTO patents with 853,638 reactions. Task: Predict the reaction yield, written as a fraction of the theoretical maximum amount of product (1.0 means a 100% yield; for example, 0.34 means a 34% yield). (1) The reactants are [CH3:1][N:2]1[CH2:7][CH2:6][N:5]([CH2:8][CH2:9][CH2:10][O:11][C:12]2[CH:18]=[CH:17][C:15]([NH2:16])=[C:14]([N+:19]([O-])=O)[CH:13]=2)[CH2:4][CH2:3]1. The catalyst is [Pd].C(O)C. The product is [CH3:1][N:2]1[CH2:7][CH2:6][N:5]([CH2:8][CH2:9][CH2:10][O:11][C:12]2[CH:13]=[C:14]([NH2:19])[C:15]([NH2:16])=[CH:17][CH:18]=2)[CH2:4][CH2:3]1. The yield is 0.950. (2) The reactants are [Cl:1][C:2]1[CH:11]=[CH:10][C:5]2[N:6]=[C:7]([CH3:9])[NH:8][C:4]=2[CH:3]=1.[C:12](Cl)(=[O:19])[C:13]1[CH:18]=[CH:17][CH:16]=[CH:15][CH:14]=1.[OH2:21]. The catalyst is COCCOCCOC. The product is [Cl:1][C:2]1[CH:11]=[CH:10][C:5]2[NH:6][C:7](=[C:9]([C:12]([C:13]3[CH:18]=[CH:17][CH:16]=[CH:15][CH:14]=3)=[O:21])[C:12]([C:13]3[CH:18]=[CH:17][CH:16]=[CH:15][CH:14]=3)=[O:19])[NH:8][C:4]=2[CH:3]=1. The yield is 0.380. (3) The reactants are [Cl:1][C:2]1[CH:7]=[C:6]([F:8])[CH:5]=[CH:4][C:3]=1[NH:9][C:10](=[O:14])[CH2:11][C:12]#[N:13].CO/[CH:17]=[CH:18]/[C:19](=O)[CH3:20].N12CCN(CC1)CC2.COCCOCCO. The catalyst is C(OCC)(=O)C. The product is [Cl:1][C:2]1[CH:7]=[C:6]([F:8])[CH:5]=[CH:4][C:3]=1[N:9]1[C:19]([CH3:20])=[CH:18][CH:17]=[C:11]([C:12]#[N:13])[C:10]1=[O:14]. The yield is 0.300.